This data is from Reaction yield outcomes from USPTO patents with 853,638 reactions. The task is: Predict the reaction yield, written as a fraction of the theoretical maximum amount of product (1.0 means a 100% yield; for example, 0.34 means a 34% yield). (1) The reactants are Cl[C:2]1[N:7]=[C:6]([NH:8][C@H:9]([C:11]2[N:12]([C:23]3[CH:28]=[CH:27][CH:26]=[CH:25][CH:24]=3)[C:13](=[O:22])[C:14]3[C:19]([CH:20]=2)=[CH:18][CH:17]=[CH:16][C:15]=3[CH3:21])[CH3:10])[C:5]([Cl:29])=[CH:4][N:3]=1.O.[NH3:31]. No catalyst specified. The product is [NH2:31][C:2]1[N:7]=[C:6]([NH:8][C@H:9]([C:11]2[N:12]([C:23]3[CH:24]=[CH:25][CH:26]=[CH:27][CH:28]=3)[C:13](=[O:22])[C:14]3[C:19]([CH:20]=2)=[CH:18][CH:17]=[CH:16][C:15]=3[CH3:21])[CH3:10])[C:5]([Cl:29])=[CH:4][N:3]=1. The yield is 0.496. (2) The reactants are [Cl:1][C:2]1[CH:3]=[CH:4][C:5]2[C:6]([N:12]=1)=[N:7][C:8]([NH2:11])=[CH:9][N:10]=2.[H-].[Na+].[CH2:15]([N:17]=[C:18]=[S:19])[CH3:16].Cl. The catalyst is CN(C=O)C.O. The product is [Cl:1][C:2]1[CH:3]=[CH:4][C:5]2[C:6]([N:12]=1)=[N:7][C:8]([NH:11][C:18]([NH:17][CH2:15][CH3:16])=[S:19])=[CH:9][N:10]=2. The yield is 0.485. (3) The reactants are N1([CH2:10][CH2:11][NH:12][C:13](=[O:23])/[CH:14]=[CH:15]/[C:16]2[CH:21]=[CH:20][CH:19]=[CH:18][C:17]=2[F:22])C2C=CC=CC=2N=C1.FC1C=CC=CC=1C=CC(O)=O.Cl.NCC[C:40]([O:42][CH3:43])=[O:41].CCN=C=NCCCN(C)C.Cl.C(N(CC)CC)C. The catalyst is C(Cl)Cl. The product is [F:22][C:17]1[CH:18]=[CH:19][CH:20]=[CH:21][C:16]=1/[CH:15]=[CH:14]/[C:13]([NH:12][CH2:11][CH2:10][C:40]([O:42][CH3:43])=[O:41])=[O:23]. The yield is 0.780. (4) The reactants are [CH:1]1([C:4]([NH:6][C:7]2[N:11]([CH3:12])[C:10]3[CH:13]=[C:14]([O:17][C:18]4[CH:19]=[C:20]([NH:24]C(=O)OC(C)(C)C)[CH:21]=[CH:22][CH:23]=4)[CH:15]=[CH:16][C:9]=3[N:8]=2)=[O:5])[CH2:3][CH2:2]1. The product is [NH2:24][C:20]1[CH:19]=[C:18]([CH:23]=[CH:22][CH:21]=1)[O:17][C:14]1[CH:15]=[CH:16][C:9]2[N:8]=[C:7]([NH:6][C:4]([CH:1]3[CH2:3][CH2:2]3)=[O:5])[N:11]([CH3:12])[C:10]=2[CH:13]=1. The catalyst is FC(F)(F)C(O)=O. The yield is 0.880.